Dataset: Retrosynthesis with 50K atom-mapped reactions and 10 reaction types from USPTO. Task: Predict the reactants needed to synthesize the given product. (1) Given the product CC(C)(C)OC(=O)N[C@@H](Cc1ccc(C(F)(F)F)nc1)CC1C(=O)OC(C)(C)OC1=O, predict the reactants needed to synthesize it. The reactants are: CC(C)(C)OC(=O)N[C@@H](Cc1ccc(C(F)(F)F)nc1)C(=O)C1C(=O)OC(C)(C)OC1=O. (2) Given the product CCOC(=O)Nc1ccc(C(=O)OC)cc1, predict the reactants needed to synthesize it. The reactants are: CCOC(=O)Cl.COC(=O)c1ccc(N)cc1. (3) Given the product CC(C)(C)OC(=O)NC(C)(C)c1ccc(Nc2c(C(=O)C3CC3)cnc3ccc(-c4cc(Cl)c(O)c(Cl)c4)cc23)cc1, predict the reactants needed to synthesize it. The reactants are: CC(C)(C)OC(=O)NC(C)(C)c1ccc(Nc2c(C(=O)C3CC3)cnc3ccc(Br)cc23)cc1.CC1(C)OB(c2cc(Cl)c(O)c(Cl)c2)OC1(C)C. (4) The reactants are: COC1CCC(CCN=C=O)CC1OC.O=c1[nH]cc(F)c(=O)[nH]1. Given the product COC1CCC(CCNC(=O)n2cc(F)c(=O)[nH]c2=O)CC1OC, predict the reactants needed to synthesize it. (5) The reactants are: COc1ccc(CCN)cc1OC.O=C(O)C=Cc1cc(F)ccc1F. Given the product COc1ccc(CCNC(=O)C=Cc2cc(F)ccc2F)cc1OC, predict the reactants needed to synthesize it. (6) The reactants are: C1CCNC1.CC(=O)c1c(-c2ccc(F)cc2)nn2c(Cl)cccc12. Given the product CC(=O)c1c(-c2ccc(F)cc2)nn2c(N3CCCC3)cccc12, predict the reactants needed to synthesize it. (7) Given the product Cc1onc(-c2ccccc2)c1-c1cn(-c2cccc(C(=O)NC3CCCC3)c2)cn1, predict the reactants needed to synthesize it. The reactants are: Cc1onc(-c2ccccc2)c1-c1cn(-c2cccc(C(=O)O)c2)cn1.NC1CCCC1. (8) The reactants are: CCOC(=O)c1ccc2nc(C#C[Si](C)(C)C)sc2c1. Given the product C#Cc1nc2ccc(C(=O)OCC)cc2s1, predict the reactants needed to synthesize it. (9) Given the product CCOC(=O)[C@@H](CCCCC1CCN(C(=O)OCc2ccccc2)CC1)N[C@@H](C)C(=O)O, predict the reactants needed to synthesize it. The reactants are: CCOC(=O)[C@@H](CCCCC1CCN(C(=O)OCc2ccccc2)CC1)N[C@@H](C)C(=O)OC(C)(C)C.